From a dataset of Blood-brain barrier penetration binary classification data from Martins et al.. Regression/Classification. Given a drug SMILES string, predict its absorption, distribution, metabolism, or excretion properties. Task type varies by dataset: regression for continuous measurements (e.g., permeability, clearance, half-life) or binary classification for categorical outcomes (e.g., BBB penetration, CYP inhibition). Dataset: bbb_martins. (1) The molecule is Fc1ccc2[nH]c3c(c2c1)CN(CCc1ccncc1)CC3. The result is 1 (penetrates BBB). (2) The molecule is CCCOC(=O)c1cncn1C(C)c1ccccc1. The result is 1 (penetrates BBB). (3) The compound is Nc1nnc(-c2cccc(Cl)c2Cl)c(N)n1. The result is 1 (penetrates BBB). (4) The molecule is CCC(C)(C)C. The result is 1 (penetrates BBB).